Dataset: Reaction yield outcomes from USPTO patents with 853,638 reactions. Task: Predict the reaction yield, written as a fraction of the theoretical maximum amount of product (1.0 means a 100% yield; for example, 0.34 means a 34% yield). The reactants are [CH2:1]([O:3][C:4]1[C:8]([CH2:9][CH2:10][CH2:11][OH:12])=[CH:7][N:6]([C:13]2[CH:18]=[CH:17][C:16]([C:19]([F:22])([F:21])[F:20])=[CH:15][N:14]=2)[N:5]=1)[CH3:2].O[C:24]1[C:29]([O:30][CH3:31])=[CH:28][CH:27]=[CH:26][C:25]=1[CH2:32][C:33]([O:35]C)=[O:34].C(P(CCCC)CCCC)CCC.N(C(N1CCCCC1)=O)=NC(N1CCCCC1)=O. The catalyst is O1CCCC1. The product is [CH2:1]([O:3][C:4]1[C:8]([CH2:9][CH2:10][CH2:11][O:12][C:24]2[C:29]([O:30][CH3:31])=[CH:28][CH:27]=[CH:26][C:25]=2[CH2:32][C:33]([OH:35])=[O:34])=[CH:7][N:6]([C:13]2[CH:18]=[CH:17][C:16]([C:19]([F:21])([F:20])[F:22])=[CH:15][N:14]=2)[N:5]=1)[CH3:2]. The yield is 0.420.